This data is from Catalyst prediction with 721,799 reactions and 888 catalyst types from USPTO. The task is: Predict which catalyst facilitates the given reaction. (1) Reactant: [C:1]([NH:9][C:10]1[CH:18]=[CH:17][C:13]([C:14](O)=O)=[CH:12][CH:11]=1)(=[O:8])[C:2]1[CH:7]=[CH:6][CH:5]=[CH:4][CH:3]=1.C1C=CC2N(O)N=NC=2C=1.CCN=C=NCCCN(C)C.[N:40]1[CH:45]=[CH:44][CH:43]=[C:42]([NH2:46])[C:41]=1[NH2:47].CCN(C(C)C)C(C)C. Product: [N:46]1[C:42]2[C:41](=[N:40][CH:45]=[CH:44][CH:43]=2)[NH:47][C:14]=1[C:13]1[CH:17]=[CH:18][C:10]([NH:9][C:1](=[O:8])[C:2]2[CH:7]=[CH:6][CH:5]=[CH:4][CH:3]=2)=[CH:11][CH:12]=1. The catalyst class is: 136. (2) Reactant: [CH3:1][O:2][C:3]1[C:26]([O:27][CH3:28])=[CH:25][C:6]2[CH2:7][C:8](=[O:24])[N:9]([CH2:12][CH2:13][CH2:14][N:15](C)[C:16](=O)OC(C)(C)C)[CH:10]=[CH:11][C:5]=2[CH:4]=1.Cl.[OH-].[Na+]. Product: [CH3:1][O:2][C:3]1[C:26]([O:27][CH3:28])=[CH:25][C:6]2[CH2:7][C:8](=[O:24])[N:9]([CH2:12][CH2:13][CH2:14][NH:15][CH3:16])[CH:10]=[CH:11][C:5]=2[CH:4]=1. The catalyst class is: 40. (3) Product: [CH:1]1([C:7]2[C:15]3[C:10](=[CH:11][C:12]([C:16]([OH:18])=[O:17])=[CH:13][CH:14]=3)[N:9]([CH2:19][C:20]([N:22]3[CH2:27][CH2:26][O:25][CH2:24][CH2:23]3)=[O:21])[C:8]=2[C:28]2[CH:29]=[C:30]3[C:35](=[CH:36][CH:37]=2)[NH:34][CH:33]([C:38]2[S:42][C:41]([CH3:43])=[N:40][C:39]=2[CH3:44])[CH2:32][CH2:31]3)[CH2:6][CH2:5][CH2:4][CH2:3][CH2:2]1. Reactant: [CH:1]1([C:7]2[C:15]3[C:10](=[CH:11][C:12]([C:16]([OH:18])=[O:17])=[CH:13][CH:14]=3)[N:9]([CH2:19][C:20]([N:22]3[CH2:27][CH2:26][O:25][CH2:24][CH2:23]3)=[O:21])[C:8]=2[C:28]2[CH:29]=[C:30]3[C:35](=[CH:36][CH:37]=2)[N:34]=[C:33]([C:38]2[S:42][C:41]([CH3:43])=[N:40][C:39]=2[CH3:44])[CH:32]=[CH:31]3)[CH2:6][CH2:5][CH2:4][CH2:3][CH2:2]1. The catalyst class is: 458. (4) Reactant: [Br:1][CH2:2][CH2:3][CH2:4][CH2:5][CH2:6][CH2:7][O:8][C:9]1[CH:16]=[CH:15][C:12]([CH:13]=O)=[C:11]([OH:17])[CH:10]=1.[OH2:18].[NH2:19][NH2:20]. Product: [N:19](=[CH:13]/[C:12]1[C:11]([OH:18])=[CH:10][C:9]([O:8][CH2:7][CH2:6][CH2:5][CH2:4][CH2:3][CH2:2][Br:1])=[CH:16][CH:15]=1)\[N:20]=[CH:13]\[C:12]1[C:11]([OH:17])=[CH:10][C:9]([O:8][CH2:7][CH2:6][CH2:5][CH2:4][CH2:3][CH2:2][Br:1])=[CH:16][CH:15]=1. The catalyst class is: 8. (5) Reactant: [CH:1]1([N:7]=[C:8]=[O:9])[CH2:6][CH2:5][CH2:4][CH2:3][CH2:2]1.[Si:10]([O:17][C:18]1[CH:23]=[C:22]([O:24][Si:25]([C:28]([CH3:31])([CH3:30])[CH3:29])([CH3:27])[CH3:26])[CH:21]=[CH:20][C:19]=1[CH:32]1[CH2:37][CH2:36][CH:35]([OH:38])[CH2:34][CH2:33]1)([C:13]([CH3:16])([CH3:15])[CH3:14])([CH3:12])[CH3:11]. Product: [CH:1]1([NH:7][C:8](=[O:9])[O:38][C@H:35]2[CH2:34][CH2:33][C@H:32]([C:19]3[CH:20]=[CH:21][C:22]([O:24][Si:25]([C:28]([CH3:29])([CH3:30])[CH3:31])([CH3:27])[CH3:26])=[CH:23][C:18]=3[O:17][Si:10]([C:13]([CH3:14])([CH3:15])[CH3:16])([CH3:12])[CH3:11])[CH2:37][CH2:36]2)[CH2:6][CH2:5][CH2:4][CH2:3][CH2:2]1. The catalyst class is: 68. (6) The catalyst class is: 1. Reactant: [C:1]([O:5][C:6]([N:8]([C:13]1[CH:14]=[C:15]([CH:20]=[CH:21][C:22]=1[O:23][CH3:24])[C:16]([O:18]C)=[O:17])[S:9]([CH3:12])(=[O:11])=[O:10])=[O:7])([CH3:4])([CH3:3])[CH3:2].[Li+].[OH-].Cl. Product: [C:1]([O:5][C:6]([N:8]([C:13]1[CH:14]=[C:15]([CH:20]=[CH:21][C:22]=1[O:23][CH3:24])[C:16]([OH:18])=[O:17])[S:9]([CH3:12])(=[O:11])=[O:10])=[O:7])([CH3:4])([CH3:3])[CH3:2]. (7) Reactant: [C:1]([O:4][CH2:5][CH:6](Br)[C:7]1[CH:12]=[CH:11][C:10]([Br:13])=[CH:9][C:8]=1[F:14])(=[O:3])[CH3:2].C(=O)([O-])[O-].[K+].[K+].Cl.[CH:23]1([N:26]2[CH2:31][C:30]3([CH2:36][CH2:35][NH:34][CH2:33][CH2:32]3)[O:29][CH2:28][C:27]2=[O:37])[CH2:25][CH2:24]1. Product: [C:1]([O:4][CH2:5][CH:6]([C:7]1[CH:12]=[CH:11][C:10]([Br:13])=[CH:9][C:8]=1[F:14])[N:34]1[CH2:35][CH2:36][C:30]2([O:29][CH2:28][C:27](=[O:37])[N:26]([CH:23]3[CH2:24][CH2:25]3)[CH2:31]2)[CH2:32][CH2:33]1)(=[O:3])[CH3:2]. The catalyst class is: 35.